This data is from Forward reaction prediction with 1.9M reactions from USPTO patents (1976-2016). The task is: Predict the product of the given reaction. (1) The product is: [Br:1][C:2]1[CH:14]=[C:13]2[C:5]([C:6]3[CH:7]=[C:8]([C:15]([OH:17])=[O:16])[CH:9]=[CH:10][C:11]=3[NH:12]2)=[C:4]([C:20](=[O:24])[NH:21][CH2:22][CH3:23])[CH:3]=1. Given the reactants [Br:1][C:2]1[CH:14]=[C:13]2[C:5]([C:6]3[CH:7]=[C:8]([C:15]([O:17]CC)=[O:16])[CH:9]=[CH:10][C:11]=3[NH:12]2)=[C:4]([C:20](=[O:24])[NH:21][CH2:22][CH3:23])[CH:3]=1.O.C1COCC1.[OH-].[Na+], predict the reaction product. (2) Given the reactants I[C:2]1[C:3](=[O:17])[NH:4][C:5](=[O:16])[N:6]([CH:15]=1)[C@@H:7]1[O:14][C@H:11]([CH2:12][OH:13])[C@@H:9]([OH:10])[CH2:8]1.N(CCCC)(CCCC)CCCC.[CH3:31][O:32][C:33](=[O:36])[CH:34]=[CH2:35], predict the reaction product. The product is: [C:33](/[CH:34]=[CH:35]/[C:2]1[C:3](=[O:17])[NH:4][C:5](=[O:16])[N:6]([CH:15]=1)[C@@H:7]1[O:14][C@H:11]([CH2:12][OH:13])[C@@H:9]([OH:10])[CH2:8]1)([O:32][CH3:31])=[O:36]. (3) The product is: [CH3:1][NH:2][S:12]([C:8]1[CH:9]=[CH:10][CH:11]=[C:6]([CH3:16])[CH:7]=1)(=[O:14])=[O:13]. Given the reactants [CH3:1][NH2:2].C(O)C.[C:6]1([CH3:16])[CH:11]=[CH:10][CH:9]=[C:8]([S:12](Cl)(=[O:14])=[O:13])[CH:7]=1, predict the reaction product. (4) Given the reactants [Cl:1][C:2]1[CH:3]=[C:4]([CH:7]=[C:8]([Cl:10])[CH:9]=1)[CH:5]=[O:6].[N+:11]([O-])([OH:13])=[O:12], predict the reaction product. The product is: [Cl:1][C:2]1[C:3]([N+:11]([O-:13])=[O:12])=[C:4]([CH:7]=[C:8]([Cl:10])[CH:9]=1)[CH:5]=[O:6]. (5) Given the reactants Br[C:2]1[CH:7]=[CH:6][CH:5]=[C:4]([Br:8])[CH:3]=1.[CH3:9][NH:10][CH:11]1[CH2:15][CH2:14][CH2:13][CH2:12]1, predict the reaction product. The product is: [Br:8][C:4]1[CH:3]=[C:2]([CH:7]=[CH:6][CH:5]=1)[N:10]([CH:11]1[CH2:15][CH2:14][CH2:13][CH2:12]1)[CH3:9].